Dataset: Forward reaction prediction with 1.9M reactions from USPTO patents (1976-2016). Task: Predict the product of the given reaction. (1) Given the reactants N[C:2]1[C:7]([C:8]2[CH:13]=[CH:12][C:11]([C:14]([F:17])([F:16])[F:15])=[CH:10][CH:9]=2)=[CH:6][C:5]([C:18]2([C:22]([O:24][CH2:25][CH3:26])=[O:23])[CH2:21][CH2:20][CH2:19]2)=[CH:4][C:3]=1[O:27][CH2:28][CH:29]1[CH2:31][CH2:30]1.N([O-])=O.[Na+].CC#N.O.[ClH:40], predict the reaction product. The product is: [Cl:40][C:2]1[C:7]([C:8]2[CH:13]=[CH:12][C:11]([C:14]([F:17])([F:16])[F:15])=[CH:10][CH:9]=2)=[CH:6][C:5]([C:18]2([C:22]([O:24][CH2:25][CH3:26])=[O:23])[CH2:21][CH2:20][CH2:19]2)=[CH:4][C:3]=1[O:27][CH2:28][CH:29]1[CH2:31][CH2:30]1. (2) Given the reactants [F:1][C:2]1[CH:7]=[CH:6][C:5]([C:8]2[N:12]3[CH2:13][CH2:14][NH:15][CH2:16][C:11]3=[N:10][C:9]=2[C:17]([F:20])([F:19])[F:18])=[CH:4][CH:3]=1.CCN(CC1C=CC=CC=1)CC.C=CC1C=CC=CC=1.C=CC1C=CC(C=C)=CC=1.[Cl:51][C:52]1[CH:60]=[C:59]([Cl:61])[CH:58]=[CH:57][C:53]=1[C:54](Cl)=[O:55], predict the reaction product. The product is: [Cl:51][C:52]1[CH:60]=[C:59]([Cl:61])[CH:58]=[CH:57][C:53]=1[C:54]([N:15]1[CH2:14][CH2:13][N:12]2[C:8]([C:5]3[CH:6]=[CH:7][C:2]([F:1])=[CH:3][CH:4]=3)=[C:9]([C:17]([F:18])([F:19])[F:20])[N:10]=[C:11]2[CH2:16]1)=[O:55].